From a dataset of Reaction yield outcomes from USPTO patents with 853,638 reactions. Predict the reaction yield, written as a fraction of the theoretical maximum amount of product (1.0 means a 100% yield; for example, 0.34 means a 34% yield). (1) The reactants are [N+:1]([O-:4])(O)=[O:2].[F:5][C:6]1[CH:7]=[C:8]([Br:13])[CH:9]=[CH:10][C:11]=1[F:12]. The catalyst is OS(O)(=O)=O. The product is [Br:13][C:8]1[CH:7]=[C:6]([F:5])[C:11]([F:12])=[CH:10][C:9]=1[N+:1]([O-:4])=[O:2]. The yield is 0.970. (2) The reactants are [F:1][C:2]1[CH:9]=[CH:8][C:5]([CH:6]=[O:7])=[CH:4][N:3]=1.[CH3:10][Mg]Br.CO.[NH4+].[Cl-]. The catalyst is C1COCC1.CCOC(C)=O.O. The product is [F:1][C:2]1[N:3]=[CH:4][C:5]([CH:6]([OH:7])[CH3:10])=[CH:8][CH:9]=1. The yield is 0.950.